From a dataset of Reaction yield outcomes from USPTO patents with 853,638 reactions. Predict the reaction yield, written as a fraction of the theoretical maximum amount of product (1.0 means a 100% yield; for example, 0.34 means a 34% yield). (1) The reactants are I[C:2]1[CH:7]=[C:6]([N:8]([CH3:10])[CH3:9])[CH:5]=[CH:4][N:3]=1.[F:11][C:12]1[CH:13]=[C:14](B(O)O)[CH:15]=[C:16]([F:18])[CH:17]=1.C([O-])([O-])=O.[K+].[K+]. The catalyst is C1(C)C=CC=CC=1.O.CCOCC.C1C=CC([P]([Pd]([P](C2C=CC=CC=2)(C2C=CC=CC=2)C2C=CC=CC=2)([P](C2C=CC=CC=2)(C2C=CC=CC=2)C2C=CC=CC=2)[P](C2C=CC=CC=2)(C2C=CC=CC=2)C2C=CC=CC=2)(C2C=CC=CC=2)C2C=CC=CC=2)=CC=1. The product is [F:11][C:12]1[CH:13]=[C:14]([C:2]2[CH:7]=[C:6]([N:8]([CH3:10])[CH3:9])[CH:5]=[CH:4][N:3]=2)[CH:15]=[C:16]([F:18])[CH:17]=1. The yield is 0.460. (2) The product is [C:34]([C:30]1[CH:29]=[C:28]([N:8]2[C:9]3[C:4](=[CH:3][C:2]([F:1])=[CH:11][CH:10]=3)[CH2:5][N:6]([CH2:13][CH:14]3[CH2:15][CH2:16][N:17]([C:20]([O:22][C:23]([CH3:26])([CH3:25])[CH3:24])=[O:21])[CH2:18][CH2:19]3)[C:7]2=[O:12])[CH:33]=[CH:32][N:31]=1)#[N:35]. The yield is 0.780. The reactants are [F:1][C:2]1[CH:3]=[C:4]2[C:9](=[CH:10][CH:11]=1)[NH:8][C:7](=[O:12])[N:6]([CH2:13][CH:14]1[CH2:19][CH2:18][N:17]([C:20]([O:22][C:23]([CH3:26])([CH3:25])[CH3:24])=[O:21])[CH2:16][CH2:15]1)[CH2:5]2.I[C:28]1[CH:33]=[CH:32][N:31]=[C:30]([C:34]#[N:35])[CH:29]=1. No catalyst specified. (3) The reactants are [Cl:1][C:2]1[CH:7]=[CH:6][C:5]([C:8]2[CH:13]=[CH:12][CH:11]=[C:10]([CH2:14][NH:15][CH2:16][C:17]3[CH:22]=[CH:21][C:20]([F:23])=[CH:19][CH:18]=3)[C:9]=2[O:24][CH3:25])=[CH:4][CH:3]=1.C(N(CC)CC)C.[Cl:33][C:34]1[C:35]([OH:45])=[C:36]([S:41](Cl)(=[O:43])=[O:42])[CH:37]=[C:38]([Cl:40])[CH:39]=1. The catalyst is C(Cl)Cl. The product is [Cl:33][C:34]1[C:35]([OH:45])=[C:36]([S:41]([N:15]([CH2:14][C:10]2[C:9]([O:24][CH3:25])=[C:8]([C:5]3[CH:6]=[CH:7][C:2]([Cl:1])=[CH:3][CH:4]=3)[CH:13]=[CH:12][CH:11]=2)[CH2:16][C:17]2[CH:18]=[CH:19][C:20]([F:23])=[CH:21][CH:22]=2)(=[O:43])=[O:42])[CH:37]=[C:38]([Cl:40])[CH:39]=1. The yield is 0.500. (4) The reactants are [CH3:1][S:2][C:3]1[CH:4]=[C:5]([C:9](=[N:16][O:17][CH2:18][C:19]2[N:20]=[C:21]([NH2:24])[S:22][CH:23]=2)[C:10]2[N:14]([CH3:15])[N:13]=[N:12][N:11]=2)[CH:6]=[CH:7][CH:8]=1.[C:25]1([CH2:31][CH2:32][CH:33]=O)[CH:30]=[CH:29][CH:28]=[CH:27][CH:26]=1.C(O)(=O)C.C(O[BH-](OC(=O)C)OC(=O)C)(=O)C.[Na+]. The catalyst is ClCCCl.ClCCl.C([O-])(O)=O.[Na+]. The product is [CH3:1][S:2][C:3]1[CH:4]=[C:5]([C:9](=[N:16][O:17][CH2:18][C:19]2[N:20]=[C:21]([NH:24][CH2:33][CH2:32][CH2:31][C:25]3[CH:30]=[CH:29][CH:28]=[CH:27][CH:26]=3)[S:22][CH:23]=2)[C:10]2[N:14]([CH3:15])[N:13]=[N:12][N:11]=2)[CH:6]=[CH:7][CH:8]=1. The yield is 0.580. (5) The catalyst is C(Cl)(Cl)(Cl)Cl.O.C(Cl)(Cl)(Cl)Cl. The reactants are [CH2:1]([O:3][C:4](=[O:11])[CH2:5][C:6](=[O:10])[CH:7]([CH3:9])[CH3:8])[CH3:2].[Br:12]Br. The yield is 0.900. The product is [CH2:1]([O:3][C:4](=[O:11])[CH:5]([Br:12])[C:6](=[O:10])[CH:7]([CH3:8])[CH3:9])[CH3:2]. (6) The yield is 0.670. The catalyst is ClCCl. The product is [N:10]1([CH2:9][CH2:8][CH2:7][N:6]=[C:4]=[N:3][CH2:1][CH3:2])[CH2:14][CH2:13][CH2:12][CH2:11]1. The reactants are [CH2:1]([NH:3][C:4]([NH:6][CH2:7][CH2:8][CH2:9][N:10]1[CH2:14][CH2:13][CH2:12][CH2:11]1)=O)[CH3:2].C(N(CC)CC)C.C1(C)C=CC(S(Cl)(=O)=O)=CC=1. (7) The reactants are [F:1][C:2]1[CH:7]=[CH:6][CH:5]=[CH:4][C:3]=1[C:8](=O)[CH3:9].[NH2:11][C:12]1[S:13]/[C:14](=[CH:18]\[C:19]2[CH:24]=[C:23]([O:25][CH3:26])[C:22]([OH:27])=[C:21]([Cl:28])[CH:20]=2)/[C:15](=[O:17])[N:16]=1. No catalyst specified. The product is [Cl:28][C:21]1[CH:20]=[C:19](/[CH:18]=[C:14]2/[C:15](=[O:17])[N:16]3[CH:9]=[C:8]([C:3]4[CH:4]=[CH:5][CH:6]=[CH:7][C:2]=4[F:1])[N:11]=[C:12]3[S:13]/2)[CH:24]=[C:23]([O:25][CH3:26])[C:22]=1[OH:27]. The yield is 0.0800.